Dataset: Reaction yield outcomes from USPTO patents with 853,638 reactions. Task: Predict the reaction yield, written as a fraction of the theoretical maximum amount of product (1.0 means a 100% yield; for example, 0.34 means a 34% yield). The reactants are C([O:8][C:9]1[CH:14]=[CH:13][C:12]([NH:15][C:16]([NH:18][C:19]2[CH:24]=[CH:23][C:22]([Cl:25])=[C:21]([C:26]([F:29])([F:28])[F:27])[CH:20]=2)=[O:17])=[CH:11][CH:10]=1)C1C=CC=CC=1. The catalyst is CO.C1COCC1.[Pd]. The product is [Cl:25][C:22]1[CH:23]=[CH:24][C:19]([NH:18][C:16]([NH:15][C:12]2[CH:11]=[CH:10][C:9]([OH:8])=[CH:14][CH:13]=2)=[O:17])=[CH:20][C:21]=1[C:26]([F:27])([F:28])[F:29]. The yield is 0.890.